From a dataset of Full USPTO retrosynthesis dataset with 1.9M reactions from patents (1976-2016). Predict the reactants needed to synthesize the given product. (1) Given the product [OH:1][C:2]([CH3:34])([CH3:35])[CH2:3][C@@:4]1([C:28]2[CH:33]=[CH:32][CH:31]=[CH:30][CH:29]=2)[O:9][C:8](=[O:10])[N:7]([C@H:11]([C:13]2[CH:14]=[CH:15][C:16]([C:37]3[N:42]=[CH:41][C:40]([C:43]4([C:46]#[N:47])[CH2:45][CH2:44]4)=[CH:39][CH:38]=3)=[CH:17][CH:18]=2)[CH3:12])[CH2:6][CH2:5]1, predict the reactants needed to synthesize it. The reactants are: [OH:1][C:2]([CH3:35])([CH3:34])[CH2:3][C@@:4]1([C:28]2[CH:33]=[CH:32][CH:31]=[CH:30][CH:29]=2)[O:9][C:8](=[O:10])[N:7]([C@H:11]([C:13]2[CH:18]=[CH:17][C:16](B3OC(C)(C)C(C)(C)O3)=[CH:15][CH:14]=2)[CH3:12])[CH2:6][CH2:5]1.Cl[C:37]1[N:42]=[CH:41][C:40]([C:43]2([C:46]#[N:47])[CH2:45][CH2:44]2)=[CH:39][CH:38]=1. (2) Given the product [NH:8]1[C:9]2[C:14](=[CH:13][CH:12]=[CH:11][CH:10]=2)[C:6]([CH2:5][C@@H:4]([NH:15][C:16](=[O:42])[C:17]2[CH:18]=[CH:19][C:20]([C@H:23]3[CH2:28][CH2:27][CH2:26][C@H:25]([NH:29][C@@H:30]([C:32]4[C:41]5[C:36](=[CH:37][CH:38]=[CH:39][CH:40]=5)[CH:35]=[CH:34][CH:33]=4)[CH3:31])[CH2:24]3)=[CH:21][CH:22]=2)[C:3]([OH:43])=[O:2])=[CH:7]1, predict the reactants needed to synthesize it. The reactants are: C[O:2][C:3](=[O:43])[CH:4]([NH:15][C:16](=[O:42])[C:17]1[CH:22]=[CH:21][C:20]([CH:23]2[CH2:28][CH2:27][CH2:26][CH:25]([NH:29][CH:30]([C:32]3[C:41]4[C:36](=[CH:37][CH:38]=[CH:39][CH:40]=4)[CH:35]=[CH:34][CH:33]=3)[CH3:31])[CH2:24]2)=[CH:19][CH:18]=1)[CH2:5][C:6]1[C:14]2[C:9](=[CH:10][CH:11]=[CH:12][CH:13]=2)[NH:8][CH:7]=1.COC(=O)[C@H](NC(=O)C1C=CC([C@H]2CCC[C@H](N[C@@H](C3C4C(=CC=CC=4)C=CC=3)C)C2)=CC=1)CC1C2C(=CC=CC=2)NC=1. (3) The reactants are: [CH3:1][O:2][C:3]1[CH:18]=[CH:17][C:6]([CH2:7][N:8]([CH3:16])[C:9](=[O:15])[O:10][C:11]([CH3:14])([CH3:13])[CH3:12])=[CH:5][C:4]=1[NH:19][S:20]([CH3:23])(=[O:22])=[O:21].[H-].[Na+].Cl.Cl[CH2:28][CH2:29][N:30]1[CH2:35][CH2:34][O:33][CH2:32][CH2:31]1.C(Cl)Cl. Given the product [CH3:1][O:2][C:3]1[CH:18]=[CH:17][C:6]([CH2:7][N:8]([CH3:16])[C:9](=[O:15])[O:10][C:11]([CH3:14])([CH3:12])[CH3:13])=[CH:5][C:4]=1[N:19]([CH2:28][CH2:29][N:30]1[CH2:35][CH2:34][O:33][CH2:32][CH2:31]1)[S:20]([CH3:23])(=[O:22])=[O:21], predict the reactants needed to synthesize it. (4) The reactants are: Br[C:2]1[CH:3]=[C:4]([CH:23]=[CH:24][CH:25]=1)[CH2:5][O:6][C:7]1[CH:12]=[CH:11][C:10]([C:13]2([CH2:17][C:18]([O:20][CH2:21][CH3:22])=[O:19])[CH2:16][O:15][CH2:14]2)=[CH:9][CH:8]=1.[Cl:26][C:27]1[CH:32]=[C:31]([OH:33])[CH:30]=[CH:29][C:28]=1B(O)O.C(=O)([O-])[O-].[K+].[K+]. Given the product [Cl:26][C:27]1[CH:32]=[C:31]([OH:33])[CH:30]=[CH:29][C:28]=1[C:2]1[CH:25]=[CH:24][CH:23]=[C:4]([CH2:5][O:6][C:7]2[CH:8]=[CH:9][C:10]([C:13]3([CH2:17][C:18]([O:20][CH2:21][CH3:22])=[O:19])[CH2:16][O:15][CH2:14]3)=[CH:11][CH:12]=2)[CH:3]=1, predict the reactants needed to synthesize it. (5) The reactants are: [NH2:1][CH2:2][C:3]1[CH:8]=[CH:7][C:6]([CH:9]([CH3:28])[C:10]([NH:12][CH2:13][C:14]2[C:15]([O:24][CH:25]([CH3:27])[CH3:26])=[N:16][C:17]([C:20]([F:23])([F:22])[F:21])=[CH:18][CH:19]=2)=[O:11])=[CH:5][C:4]=1[O:29][CH3:30].[CH3:31][S:32](Cl)(=[O:34])=[O:33]. Given the product [CH:25]([O:24][C:15]1[C:14]([CH2:13][NH:12][C:10](=[O:11])[CH:9]([C:6]2[CH:7]=[CH:8][C:3]([CH2:2][NH:1][S:32]([CH3:31])(=[O:34])=[O:33])=[C:4]([O:29][CH3:30])[CH:5]=2)[CH3:28])=[CH:19][CH:18]=[C:17]([C:20]([F:22])([F:23])[F:21])[N:16]=1)([CH3:27])[CH3:26], predict the reactants needed to synthesize it. (6) Given the product [Cl:1][C:2]1[CH:3]=[CH:4][C:5]2[N:11]3[C:33]([C:32]([F:43])([F:42])[F:31])=[N:29][N:30]=[C:10]3[C@@H:9]([CH2:13][C:14]([O:16][CH:17]([CH3:19])[CH3:18])=[O:15])[S:8][C@H:7]([C:20]3[CH:25]=[CH:24][CH:23]=[CH:22][C:21]=3[Cl:26])[C:6]=2[CH:27]=1, predict the reactants needed to synthesize it. The reactants are: [Cl:1][C:2]1[CH:3]=[CH:4][C:5]2[NH:11][C:10](=S)[C@@H:9]([CH2:13][C:14]([O:16][CH:17]([CH3:19])[CH3:18])=[O:15])[S:8][C@H:7]([C:20]3[CH:25]=[CH:24][CH:23]=[CH:22][C:21]=3[Cl:26])[C:6]=2[CH:27]=1.O.[NH2:29][NH2:30].[F:31][C:32]([F:43])([F:42])[C:33](O[C:33](=O)[C:32]([F:43])([F:42])[F:31])=O.FC(F)(F)C(O)=O. (7) The reactants are: [F:1][C:2]1[CH:7]=[CH:6][CH:5]=[CH:4][C:3]=1[N:8]1[C:12]2=[N:13][C:14]([OH:18])=[C:15]([Br:17])[CH:16]=[C:11]2[N:10]=[N:9]1.[CH3:19][N:20]1[C:24]([CH2:25]Cl)=[N:23][CH:22]=[N:21]1.C(=O)([O-])[O-].[Cs+].[Cs+].O. Given the product [F:1][C:2]1[CH:7]=[CH:6][CH:5]=[CH:4][C:3]=1[N:8]1[C:12]2=[N:13][C:14]([O:18][CH2:25][C:24]3[N:20]([CH3:19])[N:21]=[CH:22][N:23]=3)=[C:15]([Br:17])[CH:16]=[C:11]2[N:10]=[N:9]1, predict the reactants needed to synthesize it. (8) The reactants are: [Cl:1][C:2]1[CH:7]=[CH:6][C:5]([C:8]2([OH:29])[C:16]3[C:11](=[CH:12][CH:13]=[CH:14][CH:15]=3)[C:10](=[O:17])[N:9]2[CH2:18][CH2:19][C:20]2[CH:25]=[CH:24][C:23]([N+:26]([O-:28])=[O:27])=[CH:22][CH:21]=2)=[CH:4][CH:3]=1.[CH2:30](O)[CH2:31][CH2:32][CH2:33][OH:34]. Given the product [Cl:1][C:2]1[CH:7]=[CH:6][C:5]([C:8]2([O:29][CH2:30][CH2:31][CH2:32][CH2:33][OH:34])[C:16]3[C:11](=[CH:12][CH:13]=[CH:14][CH:15]=3)[C:10](=[O:17])[N:9]2[CH2:18][CH2:19][C:20]2[CH:25]=[CH:24][C:23]([N+:26]([O-:28])=[O:27])=[CH:22][CH:21]=2)=[CH:4][CH:3]=1, predict the reactants needed to synthesize it. (9) Given the product [NH:1]1[C:5]2[CH:6]=[CH:7][CH:8]=[CH:9][C:4]=2[N:3]=[C:2]1[CH:10]([NH:24][CH:25]1[CH2:26][CH2:27][N:28]([CH3:31])[CH2:29][CH2:30]1)[C:11]1[CH:12]=[C:13]([OH:17])[CH:14]=[CH:15][CH:16]=1, predict the reactants needed to synthesize it. The reactants are: [NH:1]1[C:5]2[CH:6]=[CH:7][CH:8]=[CH:9][C:4]=2[N:3]=[C:2]1[CH:10]([NH:24][CH:25]1[CH2:30][CH2:29][N:28]([CH3:31])[CH2:27][CH2:26]1)[C:11]1[CH:16]=[CH:15][CH:14]=[C:13]([O:17]C2CCCCO2)[CH:12]=1.Cl.C(=O)([O-])O.[Na+]. (10) Given the product [N:5]1[CH:6]=[CH:7][CH:2]=[CH:3][C:4]=1[C:8]1[NH:9][C:10]([C:15]2[CH:20]=[CH:19][CH:18]=[CH:17][N:16]=2)=[CH:11][C:12](=[O:14])[CH:13]=1, predict the reactants needed to synthesize it. The reactants are: Cl[C:2]1[CH:7]=[CH:6][N:5]=[C:4]([C:8]2[NH:9][C:10]([C:15]3[CH:20]=[C:19](Cl)[CH:18]=[CH:17][N:16]=3)=[CH:11][C:12](=[O:14])[CH:13]=2)[CH:3]=1.OCCN1CCNCC1.